Dataset: Full USPTO retrosynthesis dataset with 1.9M reactions from patents (1976-2016). Task: Predict the reactants needed to synthesize the given product. (1) Given the product [Cl:20][C:17]([F:19])([F:18])[S:16][C:13]1[CH:14]=[CH:15][C:10]([NH:9][C:7](=[O:8])[C:6]2[CH:21]=[C:2]([C:36]3[NH:35][N:34]=[CH:38][CH:37]=3)[C:3]([N:22]3[CH2:26][CH2:25][C@@H:24]([OH:27])[CH2:23]3)=[N:4][CH:5]=2)=[CH:11][CH:12]=1, predict the reactants needed to synthesize it. The reactants are: Br[C:2]1[C:3]([N:22]2[CH2:26][CH2:25][C@@H:24]([OH:27])[CH2:23]2)=[N:4][CH:5]=[C:6]([CH:21]=1)[C:7]([NH:9][C:10]1[CH:15]=[CH:14][C:13]([S:16][C:17]([Cl:20])([F:19])[F:18])=[CH:12][CH:11]=1)=[O:8].O1CCCCC1[N:34]1[C:38](B2OC(C)(C)C(C)(C)O2)=[CH:37][CH:36]=[N:35]1. (2) Given the product [NH2:21][CH2:24][CH2:25][C:26]1[S:30][C:29]([C:31]([O:33][CH:34]([CH3:36])[CH3:35])=[O:32])=[CH:28][CH:27]=1, predict the reactants needed to synthesize it. The reactants are: O.C1(P(C2C=CC=CC=2)C2C=CC=CC=2)C=CC=CC=1.[N:21]([CH2:24][CH2:25][C:26]1[S:30][C:29]([C:31]([O:33][CH:34]([CH3:36])[CH3:35])=[O:32])=[CH:28][CH:27]=1)=[N+]=[N-]. (3) Given the product [OH:37][CH2:36][CH2:35][NH:34][C:25]([NH:24][C:7]1[C:6]([CH3:33])=[C:5]([CH2:4][CH2:3][CH2:2][OH:1])[C:13]2[O:12][CH2:11][CH:10]([C:14]3[CH:15]=[CH:16][C:17]([CH:20]([CH3:22])[CH3:21])=[CH:18][CH:19]=3)[C:9]=2[C:8]=1[CH3:23])=[O:32], predict the reactants needed to synthesize it. The reactants are: [OH:1][CH2:2][CH2:3][CH2:4][C:5]1[C:13]2[O:12][CH2:11][CH:10]([C:14]3[CH:19]=[CH:18][C:17]([CH:20]([CH3:22])[CH3:21])=[CH:16][CH:15]=3)[C:9]=2[C:8]([CH3:23])=[C:7]([NH:24][C:25](=[O:32])OCC(Cl)(Cl)Cl)[C:6]=1[CH3:33].[NH2:34][CH2:35][CH2:36][OH:37]. (4) Given the product [F:42][C:43]([F:48])([F:47])[C:44]([OH:46])=[O:45].[NH2:8][C@H:9]([C:34]([N:36]1[CH2:40][CH2:39][C@H:38]([F:41])[CH2:37]1)=[O:35])[C@H:10]([C:16]1[CH:21]=[CH:20][C:19]([N:22]([CH3:33])[C:23](=[O:32])[C:24]2[CH:29]=[CH:28][C:27]([O:30][CH3:31])=[CH:26][CH:25]=2)=[CH:18][CH:17]=1)[C:11]([N:13]([CH3:14])[CH3:15])=[O:12], predict the reactants needed to synthesize it. The reactants are: C(OC([NH:8][C@H:9]([C:34]([N:36]1[CH2:40][CH2:39][C@H:38]([F:41])[CH2:37]1)=[O:35])[C@H:10]([C:16]1[CH:21]=[CH:20][C:19]([N:22]([CH3:33])[C:23](=[O:32])[C:24]2[CH:29]=[CH:28][C:27]([O:30][CH3:31])=[CH:26][CH:25]=2)=[CH:18][CH:17]=1)[C:11]([N:13]([CH3:15])[CH3:14])=[O:12])=O)(C)(C)C.[F:42][C:43]([F:48])([F:47])[C:44]([OH:46])=[O:45]. (5) Given the product [Cl:41][C:2]1[C:3]2[CH:10]=[C:9]([CH2:11][CH2:12][NH:13][C:14](=[O:20])[O:15][C:16]([CH3:19])([CH3:18])[CH3:17])[S:8][C:4]=2[N:5]=[CH:6][N:7]=1, predict the reactants needed to synthesize it. The reactants are: O[C:2]1[C:3]2[CH:10]=[C:9]([CH2:11][CH2:12][NH:13][C:14](=[O:20])[O:15][C:16]([CH3:19])([CH3:18])[CH3:17])[S:8][C:4]=2[N:5]=[CH:6][N:7]=1.C1C=CC(P(C2C=CC=CC=2)C2C=CC=CC=2)=CC=1.C(Cl)(Cl)(Cl)[Cl:41]. (6) Given the product [Cl:14][C:15]1[CH:20]=[C:19]([N:11]2[CH:9]3[CH2:8][CH2:7][CH:6]2[CH2:5][CH:4]([C:3]([F:2])([F:12])[F:13])[CH2:10]3)[C:18]([F:22])=[CH:17][N:16]=1, predict the reactants needed to synthesize it. The reactants are: Cl.[F:2][C:3]([F:13])([F:12])[CH:4]1[CH2:10][CH:9]2[NH:11][CH:6]([CH2:7][CH2:8]2)[CH2:5]1.[Cl:14][C:15]1[CH:20]=[C:19](I)[C:18]([F:22])=[CH:17][N:16]=1.CC1(C)C2C(=C(P(C3C=CC=CC=3)C3C=CC=CC=3)C=CC=2)OC2C(P(C3C=CC=CC=3)C3C=CC=CC=3)=CC=CC1=2.C([O-])([O-])=O.[Cs+].[Cs+].